Dataset: Reaction yield outcomes from USPTO patents with 853,638 reactions. Task: Predict the reaction yield, written as a fraction of the theoretical maximum amount of product (1.0 means a 100% yield; for example, 0.34 means a 34% yield). (1) The reactants are [NH:1]1[C:11]2[C:6](=[CH:7][CH:8]=[CH:9][CH:10]=2)[C:4](=[O:5])[C:2]1=[O:3].[H-].[Na+].Br[CH2:15][C:16]1[C:17]2[CH:24]=[C:23]([Cl:25])[CH:22]=[CH:21][C:18]=2[S:19][CH:20]=1. The catalyst is O1CCOCC1. The product is [Cl:25][C:23]1[CH:22]=[CH:21][C:18]2[S:19][CH:20]=[C:16]([CH2:15][N:1]3[C:11]4[C:6](=[CH:7][CH:8]=[CH:9][CH:10]=4)[C:4](=[O:5])[C:2]3=[O:3])[C:17]=2[CH:24]=1. The yield is 0.450. (2) The reactants are [C:1]([O:5][C:6]([N:8]1[CH2:12][CH2:11][C@H:10]([NH2:13])[CH2:9]1)=[O:7])([CH3:4])([CH3:3])[CH3:2].[CH2:14]([N:21]1[CH2:31][CH2:30][C:24]2[N:25]=[CH:26][N:27]=[C:28](Cl)[C:23]=2[CH2:22]1)[C:15]1[CH:20]=[CH:19][CH:18]=[CH:17][CH:16]=1.C([O-])([O-])=O.[K+].[K+]. The catalyst is CN1C(=O)CCC1. The product is [C:1]([O:5][C:6]([N:8]1[CH2:12][CH2:11][C@H:10]([NH:13][C:28]2[C:23]3[CH2:22][N:21]([CH2:14][C:15]4[CH:20]=[CH:19][CH:18]=[CH:17][CH:16]=4)[CH2:31][CH2:30][C:24]=3[N:25]=[CH:26][N:27]=2)[CH2:9]1)=[O:7])([CH3:4])([CH3:2])[CH3:3]. The yield is 0.970. (3) The reactants are [C:1]1([N:7]2[C:15]3[C:10](=[CH:11][CH:12]=[CH:13][CH:14]=3)[C:9](=O)[C:8]2=[O:17])[CH:6]=[CH:5][CH:4]=[CH:3][CH:2]=1.[OH-].[K+].O.NN.Cl. The catalyst is C(O)CO.O. The product is [C:1]1([N:7]2[C:15]3[C:10](=[CH:11][CH:12]=[CH:13][CH:14]=3)[CH2:9][C:8]2=[O:17])[CH:2]=[CH:3][CH:4]=[CH:5][CH:6]=1. The yield is 0.900. (4) The reactants are [NH2:1]S(N)(=O)=O.[Br:6][C:7]1[CH:8]=[C:9]2[C:13](=[CH:14][CH:15]=1)[NH:12][C:11](C(N)=O)=[C:10]2[CH:19]1[CH2:24][CH2:23][N:22]([S:25]([CH2:28][CH2:29][CH2:30]Cl)(=[O:27])=[O:26])[CH2:21][CH2:20]1.[NH:32]1[CH2:36][CH2:35][CH2:34][CH2:33]1.[C:37]([O-:40])([O-])=O.[K+].[K+]. No catalyst specified. The product is [Br:6][C:7]1[CH:8]=[C:9]2[C:13](=[C:14]([C:37]([NH2:1])=[O:40])[CH:15]=1)[NH:12][CH:11]=[C:10]2[CH:19]1[CH2:20][CH2:21][N:22]([S:25]([CH2:28][CH2:29][CH2:30][N:32]2[CH2:36][CH2:35][CH2:34][CH2:33]2)(=[O:27])=[O:26])[CH2:23][CH2:24]1. The yield is 0.870. (5) The reactants are C(N(CC)CC)C.Cl[CH2:9][CH2:10][C:11]([C:13]1[CH:18]=[CH:17][CH:16]=[CH:15][CH:14]=1)=[O:12].C(O)(=[S:21])C. The catalyst is ClCCl. The product is [SH:21][CH2:9][CH2:10][C:11]([C:13]1[CH:18]=[CH:17][CH:16]=[CH:15][CH:14]=1)=[O:12]. The yield is 0.594.